This data is from Reaction yield outcomes from USPTO patents with 853,638 reactions. The task is: Predict the reaction yield, written as a fraction of the theoretical maximum amount of product (1.0 means a 100% yield; for example, 0.34 means a 34% yield). (1) The reactants are Br[C:2]1[CH:3]=[CH:4][C:5]([O:18][CH3:19])=[C:6]([S:8]([NH:11][C:12]2[CH:13]=[N:14][CH:15]=[CH:16][CH:17]=2)(=[O:10])=[O:9])[CH:7]=1.[CH3:20][N:21](C=O)C. The catalyst is [C-]#N.[C-]#N.[Zn+2].C1C=CC([P]([Pd]([P](C2C=CC=CC=2)(C2C=CC=CC=2)C2C=CC=CC=2)([P](C2C=CC=CC=2)(C2C=CC=CC=2)C2C=CC=CC=2)[P](C2C=CC=CC=2)(C2C=CC=CC=2)C2C=CC=CC=2)(C2C=CC=CC=2)C2C=CC=CC=2)=CC=1. The product is [C:20]([C:2]1[CH:3]=[CH:4][C:5]([O:18][CH3:19])=[C:6]([S:8]([NH:11][C:12]2[CH:13]=[N:14][CH:15]=[CH:16][CH:17]=2)(=[O:10])=[O:9])[CH:7]=1)#[N:21]. The yield is 0.360. (2) The reactants are [C:1]([O:5][C:6](=[O:15])[N:7](N)[C:8]1[CH:13]=[CH:12][CH:11]=[CH:10][N:9]=1)([CH3:4])([CH3:3])[CH3:2].C([N:18]([CH2:21]C)CC)C.C(Cl)(Cl)=[S:24]. No catalyst specified. The product is [N:18]([C:11]1[CH:12]=[CH:13][C:8]([NH:7][C:6](=[O:15])[O:5][C:1]([CH3:4])([CH3:3])[CH3:2])=[N:9][CH:10]=1)=[C:21]=[S:24]. The yield is 0.620. (3) The reactants are [CH:1]([N:4]([C:11]1[CH:16]=[CH:15][C:14]([NH:17][C:18]2[CH:23]=[CH:22][CH:21]=[CH:20][CH:19]=2)=[CH:13][CH:12]=1)[C:5](=[O:10])/[CH:6]=[C:7](\[NH2:9])/[CH3:8])([CH3:3])[CH3:2].N.[H][H]. The catalyst is [Ni].CO. The product is [NH2:9][CH:7]([CH3:8])[CH2:6][C:5]([N:4]([CH:1]([CH3:3])[CH3:2])[C:11]1[CH:16]=[CH:15][C:14]([NH:17][C:18]2[CH:23]=[CH:22][CH:21]=[CH:20][CH:19]=2)=[CH:13][CH:12]=1)=[O:10]. The yield is 0.793. (4) The reactants are [CH:1]1([N:4]2[C:9](=[O:10])[C:8]3[C:11](OS(C(F)(F)F)(=O)=O)=[C:12]([CH3:17])[C:13](=[O:16])[N:14]([CH3:15])[C:7]=3[N:6]([C:26]3[CH:31]=[CH:30][C:29]([I:32])=[CH:28][C:27]=3[F:33])[C:5]2=[O:34])[CH2:3][CH2:2]1.[NH2:35][C:36]1[CH:37]=[C:38]([NH:42][S:43]([CH3:46])(=[O:45])=[O:44])[CH:39]=[CH:40][CH:41]=1.CN(C)C(=O)C.N1C(C)=CC=CC=1C. The catalyst is CO. The product is [CH:1]1([N:4]2[C:9](=[O:10])[C:8]3[C:11]([NH:35][C:36]4[CH:37]=[C:38]([NH:42][S:43]([CH3:46])(=[O:45])=[O:44])[CH:39]=[CH:40][CH:41]=4)=[C:12]([CH3:17])[C:13](=[O:16])[N:14]([CH3:15])[C:7]=3[N:6]([C:26]3[CH:31]=[CH:30][C:29]([I:32])=[CH:28][C:27]=3[F:33])[C:5]2=[O:34])[CH2:2][CH2:3]1. The yield is 0.960. (5) The reactants are [NH3:1].CO.[Cl:4][C:5]1[CH:10]=[C:9](Cl)[N:8]=[C:7]([CH3:12])[N:6]=1. The catalyst is O1CCOCC1. The product is [Cl:4][C:5]1[N:6]=[C:7]([CH3:12])[N:8]=[C:9]([NH2:1])[CH:10]=1. The yield is 0.580. (6) The yield is 0.902. The catalyst is O1CCCC1.[Cu]Cl.C1(C)C=CC=CC=1. The product is [C:1]([P:5]([C:11]([CH3:14])([CH3:13])[CH3:12])[C:6]([CH3:9])([CH3:8])[CH3:7])([CH3:4])([CH3:3])[CH3:2]. The reactants are [C:1]([P:5](Cl)[C:6]([CH3:9])([CH3:8])[CH3:7])([CH3:4])([CH3:3])[CH3:2].[C:11](Cl)([CH3:14])([CH3:13])[CH3:12].[Mg].S(=O)(=O)(O)O. (7) The reactants are [H-].[Na+].[Cl:3][C:4]1[N:12]=[C:11]2[C:7]([NH:8][CH:9]=[N:10]2)=[C:6]([Cl:13])[N:5]=1.[CH3:14]I.O. The catalyst is O1CCCC1. The product is [Cl:3][C:4]1[N:12]=[C:11]2[C:7]([N:8]=[CH:9][N:10]2[CH3:14])=[C:6]([Cl:13])[N:5]=1. The yield is 0.280. (8) The reactants are [CH3:1][O:2][C:3]1[CH:14]=[CH:13][C:6]2[CH2:7][CH2:8][CH2:9][C:10](=[O:12])[NH:11][C:5]=2[CH:4]=1.[Li+].CC([N-]C(C)C)C.CCCCCCC.C1COCC1.C(C1C=CC=CC=1)C.[C:43](O[C:43]([O:44][CH2:45][CH3:46])=[O:47])(=[O:47])[O:44][CH2:45][CH3:46]. The yield is 0.340. The product is [CH2:45]([O:44][C:43]([CH:9]1[CH2:8][CH2:7][C:6]2[CH:13]=[CH:14][C:3]([O:2][CH3:1])=[CH:4][C:5]=2[NH:11][C:10]1=[O:12])=[O:47])[CH3:46]. The catalyst is C1COCC1. (9) The reactants are [CH3:1][C:2]1[O:6][N:5]=[C:4]([C:7]2[CH:12]=[CH:11][CH:10]=[CH:9][CH:8]=2)[C:3]=1[CH2:13][O:14][C:15]1[CH:23]=[CH:22][C:18]([C:19]([OH:21])=O)=[CH:17][N:16]=1.[NH:24]1[CH2:29][CH2:28][O:27][CH2:26][CH2:25]1. No catalyst specified. The product is [CH3:1][C:2]1[O:6][N:5]=[C:4]([C:7]2[CH:8]=[CH:9][CH:10]=[CH:11][CH:12]=2)[C:3]=1[CH2:13][O:14][C:15]1[N:16]=[CH:17][C:18]([C:19]([N:24]2[CH2:29][CH2:28][O:27][CH2:26][CH2:25]2)=[O:21])=[CH:22][CH:23]=1. The yield is 0.670.